This data is from Forward reaction prediction with 1.9M reactions from USPTO patents (1976-2016). The task is: Predict the product of the given reaction. (1) Given the reactants Br[C:2]1[CH:3]=[C:4]2[CH:10]=[CH:9][N:8]([S:11]([C:14]3[CH:20]=[CH:19][C:17]([CH3:18])=[CH:16][CH:15]=3)(=[O:13])=[O:12])[C:5]2=[N:6][CH:7]=1.[B-](F)(F)(F)[CH3:22].[K+].C(=O)([O-])[O-].[Cs+].[Cs+], predict the reaction product. The product is: [CH3:22][C:2]1[CH:3]=[C:4]2[CH:10]=[CH:9][N:8]([S:11]([C:14]3[CH:20]=[CH:19][C:17]([CH3:18])=[CH:16][CH:15]=3)(=[O:13])=[O:12])[C:5]2=[N:6][CH:7]=1. (2) Given the reactants [C:1]([O:5][C:6](=[O:22])[NH:7][C:8]1[CH:13]=[CH:12][C:11]([C:14]2[CH:19]=[CH:18][C:17]([F:20])=[CH:16][CH:15]=2)=[CH:10][C:9]=1[NH2:21])([CH3:4])([CH3:3])[CH3:2].[N:23]1([C:28]2[CH:29]=[C:30]([C:34]3[O:39]C(C)(C)[O:37][C:36](=O)[CH:35]=3)[CH:31]=[CH:32][CH:33]=2)[CH:27]=[CH:26][N:25]=[CH:24]1, predict the reaction product. The product is: [C:1]([O:5][C:6](=[O:22])[NH:7][C:8]1[CH:13]=[CH:12][C:11]([C:14]2[CH:15]=[CH:16][C:17]([F:20])=[CH:18][CH:19]=2)=[CH:10][C:9]=1[NH:21][C:36](=[O:37])[CH2:35][C:34]([C:30]1[CH:31]=[CH:32][CH:33]=[C:28]([N:23]2[CH:27]=[CH:26][N:25]=[CH:24]2)[CH:29]=1)=[O:39])([CH3:4])([CH3:2])[CH3:3]. (3) Given the reactants [OH:1][CH:2]1[CH2:7][CH2:6][NH:5][CH2:4][CH2:3]1.C(=O)([O-])O.[Na+].[C:13](O[C:13]([O:15][C:16]([CH3:19])([CH3:18])[CH3:17])=[O:14])([O:15][C:16]([CH3:19])([CH3:18])[CH3:17])=[O:14], predict the reaction product. The product is: [C:16]([O:15][C:13]([N:5]1[CH2:6][CH2:7][CH:2]([OH:1])[CH2:3][CH2:4]1)=[O:14])([CH3:19])([CH3:18])[CH3:17]. (4) The product is: [C:17]([N:14]1[CH2:13][CH2:12][N:11]([C:3]2[CH:4]=[CH:5][C:6]([N+:8]([O-:10])=[O:9])=[CH:7][C:2]=2[NH:1][C:25](=[O:27])[CH3:26])[CH2:16][CH2:15]1)(=[O:18])[C:19]1[CH:20]=[CH:21][CH:22]=[CH:23][CH:24]=1. Given the reactants [NH2:1][C:2]1[CH:7]=[C:6]([N+:8]([O-:10])=[O:9])[CH:5]=[CH:4][C:3]=1[N:11]1[CH2:16][CH2:15][N:14]([C:17]([C:19]2[CH:24]=[CH:23][CH:22]=[CH:21][CH:20]=2)=[O:18])[CH2:13][CH2:12]1.[C:25](Cl)(=[O:27])[CH3:26].[OH-].[Na+], predict the reaction product. (5) Given the reactants CN(C)C=O.[N:6]1[CH:11]=[CH:10][CH:9]=[CH:8][C:7]=1[S:12]([CH:15]([NH:27][CH2:28][C:29]1[CH:34]=[CH:33][C:32]([C:35]2[S:36][CH:37]=[CH:38][N:39]=2)=[CH:31][CH:30]=1)[C:16]1[N:21]=[C:20]([NH:22][CH2:23][C:24]([OH:26])=[O:25])[CH:19]=[CH:18][CH:17]=1)(=[O:14])=[O:13].C(=O)([O-])[O-].[K+].[K+].Cl[CH2:47][C:48]1[O:49][C:50](=[O:54])[O:51][C:52]=1[CH3:53], predict the reaction product. The product is: [CH3:53][C:52]1[O:51][C:50](=[O:54])[O:49][C:48]=1[CH2:47][O:25][C:24](=[O:26])[CH2:23][NH:22][C:20]1[CH:19]=[CH:18][CH:17]=[C:16]([CH:15]([S:12]([C:7]2[CH:8]=[CH:9][CH:10]=[CH:11][N:6]=2)(=[O:14])=[O:13])[NH:27][CH2:28][C:29]2[CH:34]=[CH:33][C:32]([C:35]3[S:36][CH:37]=[CH:38][N:39]=3)=[CH:31][CH:30]=2)[N:21]=1. (6) Given the reactants [CH2:1]([C:8]1[S:9][C:10]([CH3:41])=[C:11]([CH3:40])[C:12]=1[C:13]([C:15]1[CH:34]=[CH:33][C:18]([O:19][S:20]([C:23]2[CH:31]=[CH:30][C:26]([C:27]([OH:29])=[O:28])=[C:25]([OH:32])[CH:24]=2)(=[O:22])=[O:21])=[C:17]([CH:35]2[CH2:39][CH2:38][CH2:37][CH2:36]2)[CH:16]=1)=[O:14])[C:2]1[CH:7]=[CH:6][CH:5]=[CH:4][CH:3]=1.[I-].[Mg+2].[I-].[C:45](OC(=O)C)(=[O:47])[CH3:46], predict the reaction product. The product is: [C:45]([O:32][C:25]1[CH:24]=[C:23]([S:20]([O:19][C:18]2[CH:33]=[CH:34][C:15]([C:13]([C:12]3[C:11]([CH3:40])=[C:10]([CH3:41])[S:9][C:8]=3[CH2:1][C:2]3[CH:7]=[CH:6][CH:5]=[CH:4][CH:3]=3)=[O:14])=[CH:16][C:17]=2[CH:35]2[CH2:39][CH2:38][CH2:37][CH2:36]2)(=[O:22])=[O:21])[CH:31]=[CH:30][C:26]=1[C:27]([OH:29])=[O:28])(=[O:47])[CH3:46]. (7) Given the reactants [CH:1]1([NH:6][C:7]2[C:12]([CH3:13])=[C:11]([CH3:14])[N:10]=[C:9]([NH:15][CH2:16][C:17]3[CH:22]=[CH:21][CH:20]=[CH:19][N:18]=3)[N:8]=2)CC[CH2:3][CH2:2]1.[O:23]1C=CC(N)=[N:24]1, predict the reaction product. The product is: [CH3:13][C:12]1[C:7]([NH:6][C:1]2[CH:2]=[CH:3][O:23][N:24]=2)=[N:8][C:9]([NH:15][CH2:16][C:17]2[CH:22]=[CH:21][CH:20]=[CH:19][N:18]=2)=[N:10][C:11]=1[CH3:14].